Predict the product of the given reaction. From a dataset of Forward reaction prediction with 1.9M reactions from USPTO patents (1976-2016). (1) Given the reactants O[CH2:2][C:3]1[CH:24]=[CH:23][C:6]([O:7][CH2:8][C:9]2[N:10]=[C:11]([C:15]3[CH:16]=[C:17]([CH:20]=[CH:21][CH:22]=3)[C:18]#[N:19])[O:12][C:13]=2[CH3:14])=[C:5]([O:25][CH3:26])[CH:4]=1.S(Cl)([Cl:29])=O, predict the reaction product. The product is: [Cl:29][CH2:2][C:3]1[CH:24]=[CH:23][C:6]([O:7][CH2:8][C:9]2[N:10]=[C:11]([C:15]3[CH:16]=[C:17]([CH:20]=[CH:21][CH:22]=3)[C:18]#[N:19])[O:12][C:13]=2[CH3:14])=[C:5]([O:25][CH3:26])[CH:4]=1. (2) Given the reactants [N+:1]([C:4]1[CH:14]=[CH:13][C:7]2[NH:8][C:9](=[O:12])[CH2:10][O:11][C:6]=2[CH:5]=1)([O-:3])=[O:2].C(=O)([O-])[O-].[K+].[K+].Br[CH2:22][CH2:23][Cl:24].C(=O)([O-])O.[Na+], predict the reaction product. The product is: [Cl:24][CH2:23][CH2:22][N:8]1[C:7]2[CH:13]=[CH:14][C:4]([N+:1]([O-:3])=[O:2])=[CH:5][C:6]=2[O:11][CH2:10][C:9]1=[O:12]. (3) Given the reactants [C:1]1([CH3:21])[CH:6]=[CH:5][C:4]([S:7][CH2:8][CH2:9][NH:10][C:11](=[O:20])[O:12][CH2:13][C:14]2[CH:19]=[CH:18][CH:17]=[CH:16][CH:15]=2)=[CH:3][CH:2]=1.C=O.[C:24]1(C)C=CC(S(O)(=O)=O)=CC=1, predict the reaction product. The product is: [CH3:21][C:1]1[CH:6]=[CH:5][C:4]2[S:7][CH2:8][CH2:9][N:10]([C:11]([O:12][CH2:13][C:14]3[CH:15]=[CH:16][CH:17]=[CH:18][CH:19]=3)=[O:20])[CH2:24][C:3]=2[CH:2]=1. (4) Given the reactants Cl[C:2]1[N:7]=[C:6]([C:8]2[CH:13]=[CH:12][CH:11]=[CH:10][CH:9]=2)[N:5]=[C:4]([C:14]2[CH:19]=[CH:18][CH:17]=[CH:16][CH:15]=2)[N:3]=1.[NH2:20][C:21]1[C:22]2([C:45]3[C:37]([C:38]4[C:43]([CH:44]=3)=[CH:42][CH:41]=[CH:40][CH:39]=4)=[CH:36][CH:35]=[CH:34]2)[C:23]2[C:31](=[CH:32][CH:33]=1)[C:30]1[C:25](=[CH:26][CH:27]=[CH:28][CH:29]=1)[CH:24]=2.[H-].[Na+], predict the reaction product. The product is: [C:14]1([C:4]2[N:5]=[C:6]([C:8]3[CH:13]=[CH:12][CH:11]=[CH:10][CH:9]=3)[N:7]=[C:2]([N:20]([C:2]3[N:7]=[C:6]([C:8]4[CH:13]=[CH:12][CH:11]=[CH:10][CH:9]=4)[N:5]=[C:4]([C:14]4[CH:15]=[CH:16][CH:17]=[CH:18][CH:19]=4)[N:3]=3)[CH:21]3[CH:33]=[CH:32][C:31]4[C:30]5[C:25](=[CH:26][CH:27]=[CH:28][CH:29]=5)[CH2:24][C:23]=4[C:22]43[C:45]3[C:37]([C:38]5[C:43]([CH:44]=3)=[CH:42][CH:41]=[CH:40][CH:39]=5)=[CH:36][CH:35]=[CH:34]4)[N:3]=2)[CH:19]=[CH:18][CH:17]=[CH:16][CH:15]=1. (5) Given the reactants [CH2:1]([C:3]1[CH:8]=[CH:7][C:6]([CH2:9][CH2:10][CH2:11][C:12]([O:14][CH2:15][CH3:16])=[O:13])=[CH:5][CH:4]=1)[CH3:2].[C:17]1([CH2:23][CH2:24][CH2:25]I)[CH:22]=[CH:21][CH:20]=[CH:19][CH:18]=1, predict the reaction product. The product is: [CH2:1]([C:3]1[CH:8]=[CH:7][C:6]([CH2:9][CH2:10][CH:11]([CH2:25][CH2:24][CH2:23][C:17]2[CH:22]=[CH:21][CH:20]=[CH:19][CH:18]=2)[C:12]([O:14][CH2:15][CH3:16])=[O:13])=[CH:5][CH:4]=1)[CH3:2]. (6) Given the reactants [CH3:1][NH:2][C:3]([CH:5]1[CH2:10][CH2:9][N:8]([CH2:11][C:12]2[S:20][C:19]3[C:18]([N:21]4[CH2:26][CH2:25][O:24][CH2:23][CH2:22]4)=[N:17][C:16](Cl)=[N:15][C:14]=3[CH:13]=2)[CH2:7][CH2:6]1)=[O:4].CC1(C)C(C)(C)OB([C:36]2[CH:37]=[N:38][C:39]([NH2:42])=[N:40][CH:41]=2)O1, predict the reaction product. The product is: [NH2:42][C:39]1[N:40]=[CH:41][C:36]([C:16]2[N:17]=[C:18]([N:21]3[CH2:26][CH2:25][O:24][CH2:23][CH2:22]3)[C:19]3[S:20][C:12]([CH2:11][N:8]4[CH2:9][CH2:10][CH:5]([C:3]([NH:2][CH3:1])=[O:4])[CH2:6][CH2:7]4)=[CH:13][C:14]=3[N:15]=2)=[CH:37][N:38]=1. (7) Given the reactants C([Li])CCC.C1CCCCC1.Br[C:13]1[CH:18]=[CH:17][C:16]([Br:19])=[CH:15][CH:14]=1.[CH2:20]([C@H:23]1[CH2:27][O:26][CH:25]([C:28]([F:31])([F:30])[F:29])[NH:24]1)[CH2:21][CH3:22], predict the reaction product. The product is: [Br:19][C:16]1[CH:17]=[CH:18][C:13]([CH:25]([NH:24][C@@H:23]([CH2:20][CH2:21][CH3:22])[CH2:27][OH:26])[C:28]([F:30])([F:29])[F:31])=[CH:14][CH:15]=1. (8) Given the reactants [Cl:1][C:2]1[C:3]([F:24])=[C:4]([NH:9][C:10]2[C:19]3[C:14](=[CH:15][C:16](F)=[C:17]([N+:20]([O-:22])=[O:21])[CH:18]=3)[N:13]=[CH:12][N:11]=2)[CH:5]=[CH:6][C:7]=1[Cl:8].[CH3:25][CH2:26][O-:27].[Na+].O, predict the reaction product. The product is: [Cl:1][C:2]1[C:3]([F:24])=[C:4]([NH:9][C:10]2[C:19]3[C:14](=[CH:15][C:16]([O:27][CH2:26][CH3:25])=[C:17]([N+:20]([O-:22])=[O:21])[CH:18]=3)[N:13]=[CH:12][N:11]=2)[CH:5]=[CH:6][C:7]=1[Cl:8].